Dataset: Forward reaction prediction with 1.9M reactions from USPTO patents (1976-2016). Task: Predict the product of the given reaction. (1) Given the reactants [Si](O[C@H](C1C=CC(O)=C2C=1C=CC(=O)N2)CNCCCCCCCCNC(C1C=C(S(C2C=C3C(=C(C)C=2)N=CC(C(N)=O)=C3NC2C=CC=C(OC)C=2)(=O)=O)C=CC=1)=O)(C(C)(C)C)(C)C.[NH2:67][CH2:68][C@@H:69]([C:71]1[CH:76]=[CH:75][C:74]([OH:77])=[C:73]([CH2:78][O:79][Si:80]([C:83]([CH3:86])([CH3:85])[CH3:84])([CH3:82])[CH3:81])[CH:72]=1)[OH:70].[CH3:87][O:88][C:89]1[CH:90]=[C:91]([NH:95][C:96]2[C:105]3[C:100](=[C:101]([CH3:130])[CH:102]=[C:103]([S:106]([C:109]4[CH:114]=[CH:113][CH:112]=[C:111]([C:115](=[O:129])[NH:116][C:117]5[CH:122]=[CH:121][C:120]([CH2:123][CH2:124][CH2:125][CH2:126][CH:127]=O)=[CH:119][CH:118]=5)[CH:110]=4)(=[O:108])=[O:107])[CH:104]=3)[N:99]=[CH:98][C:97]=2[C:131]([NH2:133])=[O:132])[CH:92]=[CH:93][CH:94]=1, predict the reaction product. The product is: [Si:80]([O:79][CH2:78][C:73]1[CH:72]=[C:71]([C@@H:69]([OH:70])[CH2:68][NH:67][CH2:127][CH2:126][CH2:125][CH2:124][CH2:123][C:120]2[CH:121]=[CH:122][C:117]([NH:116][C:115]([C:111]3[CH:110]=[C:109]([S:106]([C:103]4[CH:104]=[C:105]5[C:100](=[C:101]([CH3:130])[CH:102]=4)[N:99]=[CH:98][C:97]([C:131]([NH2:133])=[O:132])=[C:96]5[NH:95][C:91]4[CH:92]=[CH:93][CH:94]=[C:89]([O:88][CH3:87])[CH:90]=4)(=[O:107])=[O:108])[CH:114]=[CH:113][CH:112]=3)=[O:129])=[CH:118][CH:119]=2)[CH:76]=[CH:75][C:74]=1[OH:77])([C:83]([CH3:86])([CH3:85])[CH3:84])([CH3:81])[CH3:82]. (2) Given the reactants [Cl:1][C:2]1[CH:7]=[CH:6][C:5]([C:8]2([NH:11][C:12]3[N:17]=[C:16]([O:18][CH2:19][C:20]([F:23])([F:22])[F:21])[N:15]=[C:14]([NH:24][C:25]4[CH:46]=[CH:45][C:28]([C:29]([NH:31][CH2:32][C:33]([CH3:44])([CH3:43])[CH2:34][NH:35]C(=O)OC(C)(C)C)=[O:30])=[CH:27][C:26]=4[F:47])[N:13]=3)[CH2:10][CH2:9]2)=[CH:4][CH:3]=1, predict the reaction product. The product is: [NH2:35][CH2:34][C:33]([CH3:44])([CH3:43])[CH2:32][NH:31][C:29](=[O:30])[C:28]1[CH:45]=[CH:46][C:25]([NH:24][C:14]2[N:13]=[C:12]([NH:11][C:8]3([C:5]4[CH:6]=[CH:7][C:2]([Cl:1])=[CH:3][CH:4]=4)[CH2:10][CH2:9]3)[N:17]=[C:16]([O:18][CH2:19][C:20]([F:22])([F:23])[F:21])[N:15]=2)=[C:26]([F:47])[CH:27]=1. (3) Given the reactants CC1(C)[O:6][C:5](=O)[CH:4]([CH:8]([C:13]([N:15]2[CH2:19][CH2:18][CH2:17][C@H:16]2[C:20]([NH2:22])=[O:21])=[O:14])[CH2:9][CH2:10][CH2:11][CH3:12])[O:3]1.[NH2:24][OH:25], predict the reaction product. The product is: [OH:25][NH:24][C:5](=[O:6])[C@@H:4]([OH:3])[C@@H:8]([CH2:9][CH2:10][CH2:11][CH3:12])[C:13]([N:15]1[CH2:19][CH2:18][CH2:17][C@H:16]1[C:20]([NH2:22])=[O:21])=[O:14]. (4) Given the reactants [F:1][C:2]1[C:7]2[N:8]=[CH:9][S:10][C:6]=2[CH:5]=[C:4]([C:11]([OH:13])=O)[C:3]=1[NH:14][C:15]1[CH:20]=[CH:19][C:18]([I:21])=[CH:17][C:16]=1[F:22].[CH:23]([O:25][CH2:26][CH2:27][O:28][NH2:29])=[CH2:24], predict the reaction product. The product is: [F:1][C:2]1[C:7]2[N:8]=[CH:9][S:10][C:6]=2[CH:5]=[C:4]([C:11]([NH:29][O:28][CH2:27][CH2:26][O:25][CH:23]=[CH2:24])=[O:13])[C:3]=1[NH:14][C:15]1[CH:20]=[CH:19][C:18]([I:21])=[CH:17][C:16]=1[F:22]. (5) Given the reactants [F:1][C:2]1[CH:3]=[C:4]([CH:15]=[CH:16][CH:17]=1)[O:5][CH2:6][CH2:7][CH2:8][CH2:9][CH2:10][CH2:11][CH2:12][CH2:13][NH2:14].Cl[C:19]1[C:28]2[C:23](=[CH:24][CH:25]=[CH:26][CH:27]=2)[N:22]=[CH:21][CH:20]=1.C(OCCCOCCCCCCCCNC1C2C(=CC=CC=2)N=CC=1)C, predict the reaction product. The product is: [F:1][C:2]1[CH:3]=[C:4]([CH:15]=[CH:16][CH:17]=1)[O:5][CH2:6][CH2:7][CH2:8][CH2:9][CH2:10][CH2:11][CH2:12][CH2:13][NH:14][C:19]1[C:28]2[C:23](=[CH:24][CH:25]=[CH:26][CH:27]=2)[N:22]=[CH:21][CH:20]=1. (6) Given the reactants Cl.[Br:2][CH2:3][CH2:4][NH:5][C:6](=[O:21])[C:7]1[CH:12]=[CH:11][CH:10]=[C:9]([CH2:13][CH2:14][CH:15]2[CH2:20][CH2:19][NH:18][CH2:17][CH2:16]2)[CH:8]=1.[N+](C1C=CC([O:29][C:30]([O:32][C:33]2[CH:34]=[N:35][CH:36]=[C:37]([CH:42]=2)[C:38]([O:40][CH3:41])=[O:39])=O)=CC=1)([O-])=O, predict the reaction product. The product is: [Br:2][CH2:3][CH2:4][NH:5][C:6]([C:7]1[CH:8]=[C:9]([CH2:13][CH2:14][CH:15]2[CH2:20][CH2:19][N:18]([C:30]([O:32][C:33]3[CH:34]=[N:35][CH:36]=[C:37]([CH:42]=3)[C:38]([O:40][CH3:41])=[O:39])=[O:29])[CH2:17][CH2:16]2)[CH:10]=[CH:11][CH:12]=1)=[O:21].